This data is from Full USPTO retrosynthesis dataset with 1.9M reactions from patents (1976-2016). The task is: Predict the reactants needed to synthesize the given product. (1) Given the product [C:1]([O:4][CH2:5][C:6]1[N:15]=[C:14]([Cl:28])[C:13]2[C:8](=[CH:9][CH:10]=[CH:11][CH:12]=2)[N:7]=1)(=[O:3])[CH3:2], predict the reactants needed to synthesize it. The reactants are: [C:1]([O:4][CH2:5][C:6]1[NH:15][C:14](=O)[C:13]2[C:8](=[CH:9][CH:10]=[CH:11][CH:12]=2)[N:7]=1)(=[O:3])[CH3:2].CN(C)C1C=CC=CC=1.P(Cl)(Cl)([Cl:28])=O. (2) Given the product [C:1]([O:5][C:6]([N:8]1[CH2:13][CH2:12][CH:11]([C:14]2([CH3:24])[O:23][C:17]3=[CH:18][N:19]=[C:20]([C:33]4[CH:32]=[CH:31][C:30]([CH2:29][S:26]([CH3:25])(=[O:28])=[O:27])=[CH:35][CH:34]=4)[CH:21]=[C:16]3[CH2:15]2)[CH2:10][CH2:9]1)=[O:7])([CH3:4])([CH3:3])[CH3:2], predict the reactants needed to synthesize it. The reactants are: [C:1]([O:5][C:6]([N:8]1[CH2:13][CH2:12][CH:11]([C:14]2([CH3:24])[O:23][C:17]3=[CH:18][N:19]=[C:20](Cl)[CH:21]=[C:16]3[CH2:15]2)[CH2:10][CH2:9]1)=[O:7])([CH3:4])([CH3:3])[CH3:2].[CH3:25][S:26]([CH2:29][C:30]1[CH:35]=[CH:34][C:33](B(O)O)=[CH:32][CH:31]=1)(=[O:28])=[O:27]. (3) Given the product [NH2:19][C:10]1[O:11][C@H:12]([C:15]([F:18])([F:17])[F:16])[C@H:13]([F:14])[C@:8]([C:6]2[CH:7]=[C:2]([NH:1][C:33]([C:30]3[CH:29]=[N:28][C:27]([O:26][CH2:22][C:23]#[C:24][CH3:25])=[CH:32][N:31]=3)=[O:34])[CH:3]=[CH:4][C:5]=2[F:21])([CH3:20])[N:9]=1, predict the reactants needed to synthesize it. The reactants are: [NH2:1][C:2]1[CH:3]=[CH:4][C:5]([F:21])=[C:6]([C@:8]2([CH3:20])[C@@H:13]([F:14])[C@@H:12]([C:15]([F:18])([F:17])[F:16])[O:11][C:10]([NH2:19])=[N:9]2)[CH:7]=1.[CH2:22]([O:26][C:27]1[N:28]=[CH:29][C:30]([C:33](O)=[O:34])=[N:31][CH:32]=1)[C:23]#[C:24][CH3:25].C[N+]1(C2N=C(OC)N=C(OC)N=2)CCOCC1.[Cl-]. (4) Given the product [CH3:20][O:21][C:22]1[C:23]([O:30][CH2:31][C:32]([CH3:35])([CH3:34])[CH3:33])=[C:24](/[CH:25]=[CH:1]/[C:2]2[N:3]=[C:4]3[S:19][CH:18]=[CH:17][N:5]3[C:6](=[O:16])[C:7]=2[C:8]2[CH:9]=[CH:10][C:11]([C:12]#[N:13])=[CH:14][CH:15]=2)[CH:27]=[CH:28][CH:29]=1, predict the reactants needed to synthesize it. The reactants are: [CH3:1][C:2]1[N:3]=[C:4]2[S:19][CH:18]=[CH:17][N:5]2[C:6](=[O:16])[C:7]=1[C:8]1[CH:15]=[CH:14][C:11]([C:12]#[N:13])=[CH:10][CH:9]=1.[CH3:20][O:21][C:22]1[C:23]([O:30][CH2:31][C:32]([CH3:35])([CH3:34])[CH3:33])=[C:24]([CH:27]=[CH:28][CH:29]=1)[CH:25]=O.[O-]CC.[Na+].